This data is from Reaction yield outcomes from USPTO patents with 853,638 reactions. The task is: Predict the reaction yield, written as a fraction of the theoretical maximum amount of product (1.0 means a 100% yield; for example, 0.34 means a 34% yield). (1) The reactants are [H-].C([Al+]CC(C)C)C(C)C.[Br:11][C:12]1[CH:13]=[C:14]([CH:18]([N:25]2[CH:29]=[C:28]([C:30]3[C:31]4[CH:38]=[CH:37][N:36]([CH2:39][O:40][CH2:41][CH2:42][Si:43]([CH3:46])([CH3:45])[CH3:44])[C:32]=4[N:33]=[CH:34][N:35]=3)[CH:27]=[N:26]2)[CH2:19][C:20](OCC)=[O:21])[CH:15]=[CH:16][CH:17]=1.C(Cl)Cl. The catalyst is CCCCCC. The product is [Br:11][C:12]1[CH:13]=[C:14]([CH:18]([N:25]2[CH:29]=[C:28]([C:30]3[C:31]4[CH:38]=[CH:37][N:36]([CH2:39][O:40][CH2:41][CH2:42][Si:43]([CH3:44])([CH3:46])[CH3:45])[C:32]=4[N:33]=[CH:34][N:35]=3)[CH:27]=[N:26]2)[CH2:19][CH:20]=[O:21])[CH:15]=[CH:16][CH:17]=1. The yield is 0.700. (2) The reactants are [NH2:1][C:2]1[CH:3]=[C:4]([C:8]2[C:12]([Br:13])=[CH:11][N:10]([CH3:14])[N:9]=2)[CH:5]=[CH:6][CH:7]=1.[F:15][C:16]1[CH:17]=[C:18]([CH2:22][C:23](O)=[O:24])[CH:19]=[CH:20][CH:21]=1.O.ON1C2C=CC=CC=2N=N1.F[P-](F)(F)(F)(F)F.N1(OC(N(C)C)=[N+](C)C)C2C=CC=CC=2N=N1.C(N(CC)C(C)C)(C)C. The catalyst is C(Cl)(Cl)Cl.[Cl-].[Na+].O. The product is [Br:13][C:12]1[C:8]([C:4]2[CH:3]=[C:2]([NH:1][C:23](=[O:24])[CH2:22][C:18]3[CH:19]=[CH:20][CH:21]=[C:16]([F:15])[CH:17]=3)[CH:7]=[CH:6][CH:5]=2)=[N:9][N:10]([CH3:14])[CH:11]=1. The yield is 0.260. (3) The reactants are [Cl:1][C:2]1[N:7]=[C:6]([NH:8][NH2:9])[C:5]([O:10][CH3:11])=[CH:4][N:3]=1.CC(O)C.[N:16]#[C:17]Cl.C(=O)([O-])[O-].[Na+].[Na+]. The catalyst is O. The product is [NH2:16][C:17]1[N:7]2[C:2]([Cl:1])=[N:3][CH:4]=[C:5]([O:10][CH3:11])[C:6]2=[N:8][N:9]=1. The yield is 0.785.